From a dataset of Peptide-MHC class II binding affinity with 134,281 pairs from IEDB. Regression. Given a peptide amino acid sequence and an MHC pseudo amino acid sequence, predict their binding affinity value. This is MHC class II binding data. (1) The peptide sequence is WSIHGKGEWMTTEDM. The MHC is HLA-DQA10102-DQB10501 with pseudo-sequence HLA-DQA10102-DQB10501. The binding affinity (normalized) is 0.284. (2) The MHC is DRB1_0101 with pseudo-sequence DRB1_0101. The binding affinity (normalized) is 0.404. The peptide sequence is RNYPKLFEEHLAPFM. (3) The MHC is HLA-DPA10201-DPB11401 with pseudo-sequence HLA-DPA10201-DPB11401. The peptide sequence is EKKAFAATQFEPLAA. The binding affinity (normalized) is 0.643. (4) The peptide sequence is EEDIEIIKIQEEEY. The MHC is HLA-DPA10301-DPB10402 with pseudo-sequence HLA-DPA10301-DPB10402. The binding affinity (normalized) is 0.349. (5) The binding affinity (normalized) is 0.461. The MHC is DRB1_0802 with pseudo-sequence DRB1_0802. The peptide sequence is GELQIVDKIDAAFRI.